From a dataset of Full USPTO retrosynthesis dataset with 1.9M reactions from patents (1976-2016). Predict the reactants needed to synthesize the given product. Given the product [ClH:44].[NH2:7][C:8]([CH2:41][CH3:42])([CH2:9][CH2:10][C:11]1[CH:16]=[CH:15][C:14]([O:17][CH2:18][CH2:19][CH2:20][C:21]2[CH:26]=[CH:25][C:24]([O:27][C:28]([F:29])([F:30])[F:31])=[CH:23][CH:22]=2)=[C:13]([C:32]([F:33])([F:34])[F:35])[CH:12]=1)[CH2:36][OH:37], predict the reactants needed to synthesize it. The reactants are: C(OC(=O)[NH:7][C:8]([CH2:41][CH3:42])([CH2:36][O:37]COC)[CH2:9][CH2:10][C:11]1[CH:16]=[CH:15][C:14]([O:17][CH2:18][CH2:19][CH2:20][C:21]2[CH:26]=[CH:25][C:24]([O:27][C:28]([F:31])([F:30])[F:29])=[CH:23][CH:22]=2)=[C:13]([C:32]([F:35])([F:34])[F:33])[CH:12]=1)(C)(C)C.[ClH:44].